This data is from Forward reaction prediction with 1.9M reactions from USPTO patents (1976-2016). The task is: Predict the product of the given reaction. (1) Given the reactants C([O:8][C:9]([CH:11]([CH2:31][CH2:32][C:33]([O:35]CC1C=CC=CC=1)=[O:34])[CH2:12][P:13]([CH2:23][C:24]1[CH:29]=[CH:28][C:27]([CH3:30])=[CH:26][CH:25]=1)(=[O:22])[O:14]CC1C=CC=CC=1)=[O:10])C1C=CC=CC=1, predict the reaction product. The product is: [CH3:30][C:27]1[CH:28]=[CH:29][C:24]([CH2:23][P:13]([CH2:12][CH:11]([CH2:31][CH2:32][C:33]([OH:35])=[O:34])[C:9]([OH:10])=[O:8])([OH:22])=[O:14])=[CH:25][CH:26]=1. (2) Given the reactants C(OC([N:8]1[CH2:12][CH:11]([N:13]([C:15]2[S:16][C:17](=[CH:21][C:22]3[CH:23]=[C:24]4[C:28](=[CH:29][CH:30]=3)[N:27]([CH2:31][C:32]3[CH:37]=[CH:36][C:35]([Cl:38])=[CH:34][C:33]=3[C:39]([F:42])([F:41])[F:40])[N:26]=[CH:25]4)[C:18](=[O:20])[N:19]=2)[CH3:14])[CH2:10][CH:9]1[C:43](O)=[O:44])=O)(C)(C)C.Cl.[CH3:47][O:48][NH2:49].CCN=C=NCCCN(C)C.Cl.CCN(C(C)C)C(C)C, predict the reaction product. The product is: [CH3:47][O:48][NH:49][C:43]([CH:9]1[CH2:10][CH:11]([N:13]([C:15]2[S:16][C:17](=[CH:21][C:22]3[CH:23]=[C:24]4[C:28](=[CH:29][CH:30]=3)[N:27]([CH2:31][C:32]3[CH:37]=[CH:36][C:35]([Cl:38])=[CH:34][C:33]=3[C:39]([F:41])([F:40])[F:42])[N:26]=[CH:25]4)[C:18](=[O:20])[N:19]=2)[CH3:14])[CH2:12][NH:8]1)=[O:44]. (3) Given the reactants F[C:2]1[C:7]([F:8])=[CH:6][CH:5]=[C:4]([F:9])[N:3]=1.O.[NH2:11][NH2:12], predict the reaction product. The product is: [F:8][C:7]1[C:2]([NH:11][NH2:12])=[N:3][C:4]([F:9])=[CH:5][CH:6]=1. (4) Given the reactants [C:1]1([C:20]2[CH:25]=[CH:24][CH:23]=[CH:22][CH:21]=2)[CH:6]=[CH:5][C:4]([CH2:7][N:8]2[C:16]3[C:11](=[CH:12][CH:13]=[CH:14][C:15]=3[C:17](O)=[O:18])[CH:10]=[CH:9]2)=[CH:3][CH:2]=1.Cl.[NH2:27][C@H:28]([C:30]1[CH:39]=[CH:38][C:33]([C:34]([O:36][CH3:37])=[O:35])=[CH:32][CH:31]=1)[CH3:29].CN(C(ON1N=NC2C=CC=NC1=2)=[N+](C)C)C.F[P-](F)(F)(F)(F)F.C(N(C(C)C)CC)(C)C.C(O)(=O)CC(CC(O)=O)(C(O)=O)O, predict the reaction product. The product is: [C:1]1([C:20]2[CH:21]=[CH:22][CH:23]=[CH:24][CH:25]=2)[CH:6]=[CH:5][C:4]([CH2:7][N:8]2[C:16]3[C:11](=[CH:12][CH:13]=[CH:14][C:15]=3[C:17]([NH:27][C@H:28]([C:30]3[CH:39]=[CH:38][C:33]([C:34]([O:36][CH3:37])=[O:35])=[CH:32][CH:31]=3)[CH3:29])=[O:18])[CH:10]=[CH:9]2)=[CH:3][CH:2]=1. (5) Given the reactants [NH:1]1[CH2:5][CH2:4][CH2:3][C@@H:2]1[C:6]([NH:8][C@H:9]([C:11]1[CH:20]=[CH:19][C:14]([C:15]([O:17][CH3:18])=[O:16])=[CH:13][CH:12]=1)[CH3:10])=[O:7].[F:21][C:22]1[CH:23]=[C:24]([CH:27]=[CH:28][C:29]=1[F:30])[CH2:25]Br.C([O-])([O-])=O.[Na+].[Na+], predict the reaction product. The product is: [F:21][C:22]1[CH:23]=[C:24]([CH:27]=[CH:28][C:29]=1[F:30])[CH2:25][N:1]1[CH2:5][CH2:4][CH2:3][C@@H:2]1[C:6]([NH:8][C@H:9]([C:11]1[CH:12]=[CH:13][C:14]([C:15]([O:17][CH3:18])=[O:16])=[CH:19][CH:20]=1)[CH3:10])=[O:7]. (6) Given the reactants C(O[CH:4](OCC)[CH2:5][O:6][C:7]1[CH:12]=[CH:11][C:10]([C:13]([F:16])([F:15])[F:14])=[CH:9][CH:8]=1)C, predict the reaction product. The product is: [F:14][C:13]([F:16])([F:15])[C:10]1[CH:9]=[CH:8][C:7]2[O:6][CH:5]=[CH:4][C:12]=2[CH:11]=1. (7) Given the reactants [C:1]1([C:7]2[O:8][C:9]([C:15]([F:18])([F:17])[F:16])=[C:10]([C:12]([OH:14])=O)[N:11]=2)[CH:6]=[CH:5][CH:4]=[CH:3][CH:2]=1.[CH2:19]([N:21]([CH2:29][CH2:30][O:31][CH3:32])[C:22]1[CH:27]=[CH:26][C:25]([NH2:28])=[CH:24][N:23]=1)[CH3:20], predict the reaction product. The product is: [CH2:19]([N:21]([CH2:29][CH2:30][O:31][CH3:32])[C:22]1[N:23]=[CH:24][C:25]([NH:28][C:12]([C:10]2[N:11]=[C:7]([C:1]3[CH:2]=[CH:3][CH:4]=[CH:5][CH:6]=3)[O:8][C:9]=2[C:15]([F:18])([F:17])[F:16])=[O:14])=[CH:26][CH:27]=1)[CH3:20].